This data is from Forward reaction prediction with 1.9M reactions from USPTO patents (1976-2016). The task is: Predict the product of the given reaction. (1) Given the reactants [F:1][C:2]1[CH:11]=[C:10]([CH2:12][O:13][C:14]2[CH:15]=[C:16]3[C:20](=[CH:21][C:22]=2[N+:23]([O-])=O)[CH2:19][CH2:18][CH2:17]3)[CH:9]=[CH:8][C:3]=1[C:4]([O:6][CH3:7])=[O:5], predict the reaction product. The product is: [NH2:23][C:22]1[CH:21]=[C:20]2[C:16]([CH2:17][CH2:18][CH2:19]2)=[CH:15][C:14]=1[O:13][CH2:12][C:10]1[CH:9]=[CH:8][C:3]([C:4]([O:6][CH3:7])=[O:5])=[C:2]([F:1])[CH:11]=1. (2) Given the reactants [CH3:1][C:2]1[CH:7]=[CH:6][C:5]([C:8]#[C:9][C:10]([C:12]2[N:17]=[C:16]([C:18]([O:20][CH3:21])=[O:19])[CH:15]=[CH:14][CH:13]=2)=[O:11])=[CH:4][CH:3]=1.O1CCOCC1.CC1C=C(C)C=C(C)C=1S([O-])(=O)=O.[NH2:41][N+:42]1[CH:47]=[CH:46][CH:45]=[C:44]([O:48][CH3:49])[CH:43]=1.C(=O)([O-])[O-].[K+].[K+], predict the reaction product. The product is: [CH3:49][O:48][C:44]1[CH:45]=[CH:46][C:47]2[N:42]([N:41]=[C:8]([C:5]3[CH:4]=[CH:3][C:2]([CH3:1])=[CH:7][CH:6]=3)[C:9]=2[C:10]([C:12]2[N:17]=[C:16]([C:18]([O:20][CH3:21])=[O:19])[CH:15]=[CH:14][CH:13]=2)=[O:11])[CH:43]=1. (3) Given the reactants [CH2:1]([NH:8][C:9]1[CH:14]=[CH:13][C:12]([O:15][CH2:16][C:17]#[CH:18])=[CH:11][C:10]=1[C:19]([C:21]1[CH:26]=[CH:25][C:24]([CH:27]2[CH2:29][CH2:28]2)=[CH:23][CH:22]=1)=O)[C:2]1[CH:7]=[CH:6][CH:5]=[CH:4][CH:3]=1.[O-:30][C:31]#[N:32].[Na+], predict the reaction product. The product is: [CH2:1]([N:8]1[C:9]2[C:10](=[CH:11][C:12]([O:15][CH2:16][C:17]#[CH:18])=[CH:13][CH:14]=2)[C:19]([C:21]2[CH:26]=[CH:25][C:24]([CH:27]3[CH2:29][CH2:28]3)=[CH:23][CH:22]=2)=[N:32][C:31]1=[O:30])[C:2]1[CH:7]=[CH:6][CH:5]=[CH:4][CH:3]=1. (4) Given the reactants [Br:1][C:2]1[CH:10]=[CH:9][CH:8]=[C:7]2[C:3]=1[CH2:4][CH2:5][C@@H:6]2[OH:11].[C:12](=[O:15])([O-])O.[Na+], predict the reaction product. The product is: [Br:1][C:2]1[CH:10]=[CH:9][CH:8]=[C:7]2[C:3]=1[CH2:4][CH2:5][C@@H:6]2[O:11][CH:4]1[CH2:3][CH2:2][CH2:10][CH2:12][O:15]1. (5) Given the reactants [OH-].[Na+].[CH:3]1([CH2:7][O:8][C:9]2[C:17]3[N:16]([CH2:18][CH2:19][CH:20]4[CH2:25][CH2:24][NH:23][CH2:22][CH2:21]4)[C:15](=[O:26])[N:14]([CH3:27])[C:13]=3[CH:12]=[CH:11][C:10]=2[C:28]2[C:29]3[CH:38]=[CH:37][N:36](S(C4C=CC(C)=CC=4)(=O)=O)[C:30]=3[C:31](=[O:35])[N:32]([CH3:34])[CH:33]=2)[CH2:6][CH2:5][CH2:4]1, predict the reaction product. The product is: [CH:3]1([CH2:7][O:8][C:9]2[C:17]3[N:16]([CH2:18][CH2:19][CH:20]4[CH2:25][CH2:24][NH:23][CH2:22][CH2:21]4)[C:15](=[O:26])[N:14]([CH3:27])[C:13]=3[CH:12]=[CH:11][C:10]=2[C:28]2[C:29]3[CH:38]=[CH:37][NH:36][C:30]=3[C:31](=[O:35])[N:32]([CH3:34])[CH:33]=2)[CH2:6][CH2:5][CH2:4]1. (6) Given the reactants [NH2:1][C:2]1[CH:22]=[C:21]([F:23])[CH:20]=[CH:19][C:3]=1[NH:4][C:5]1[S:9][C:8]2[CH:10]=[CH:11][CH:12]=[CH:13][C:7]=2[C:6]=1[C:14](OCC)=O.[CH3:24][N:25]1[CH2:30][CH2:29][NH:28][CH2:27][CH2:26]1.C1(OC)C=CC=CC=1, predict the reaction product. The product is: [F:23][C:21]1[CH:20]=[CH:19][C:3]2[NH:4][C:5]3[S:9][C:8]4[CH:10]=[CH:11][CH:12]=[CH:13][C:7]=4[C:6]=3[C:14]([N:28]3[CH2:29][CH2:30][N:25]([CH3:24])[CH2:26][CH2:27]3)=[N:1][C:2]=2[CH:22]=1.